Dataset: Catalyst prediction with 721,799 reactions and 888 catalyst types from USPTO. Task: Predict which catalyst facilitates the given reaction. (1) Reactant: [NH2:1][C:2]1[CH:7]=[CH:6][CH:5]=[CH:4][C:3]=1[C:8]1([OH:14])[CH2:13][CH2:12][CH2:11][CH2:10][CH2:9]1.[CH3:15][C:16]([NH:21][C:22](=[O:28])[O:23][C:24]([CH3:27])([CH3:26])[CH3:25])([CH3:20])[CH2:17][CH:18]=O. Product: [OH:14][C:8]1([C:3]2[CH:4]=[CH:5][CH:6]=[CH:7][C:2]=2[NH:1][CH2:18][CH2:17][C:16]([NH:21][C:22](=[O:28])[O:23][C:24]([CH3:27])([CH3:26])[CH3:25])([CH3:20])[CH3:15])[CH2:13][CH2:12][CH2:11][CH2:10][CH2:9]1. The catalyst class is: 828. (2) Reactant: [CH2:1]([O:8][C@@H:9]1[O:18][C@H:17]2[C@@H:12]([O:13][C@H:14]([C:19]3[CH:24]=[CH:23][CH:22]=[CH:21][CH:20]=3)[O:15][CH2:16]2)[C@H:11]([O:25][C@H:26]([CH3:32])[C:27]([O:29]CC)=[O:28])[C@H:10]1[NH:33][C:34]([O:36][C:37]([CH3:40])([CH3:39])[CH3:38])=[O:35])[C:2]1[CH:7]=[CH:6][CH:5]=[CH:4][CH:3]=1.O.C1COCC1.[OH-].[K+]. Product: [CH2:1]([O:8][C@@H:9]1[O:18][C@H:17]2[C@@H:12]([O:13][C@H:14]([C:19]3[CH:24]=[CH:23][CH:22]=[CH:21][CH:20]=3)[O:15][CH2:16]2)[C@H:11]([O:25][C@H:26]([CH3:32])[C:27]([OH:29])=[O:28])[C@H:10]1[NH:33][C:34]([O:36][C:37]([CH3:38])([CH3:40])[CH3:39])=[O:35])[C:2]1[CH:3]=[CH:4][CH:5]=[CH:6][CH:7]=1. The catalyst class is: 5. (3) Reactant: Cl[CH2:2][CH2:3][NH:4][C:5]([NH:7][CH2:8][CH2:9][O:10][C:11]([F:14])([F:13])[F:12])=[O:6].[H-].[Na+]. Product: [F:12][C:11]([F:14])([F:13])[O:10][CH2:9][CH2:8][N:7]1[CH2:2][CH2:3][NH:4][C:5]1=[O:6]. The catalyst class is: 1. (4) Reactant: S(O[CH2:6][CH:7]1[CH2:12][CH2:11][N:10]([C:13]([O:15][C:16]([CH3:19])([CH3:18])[CH3:17])=[O:14])[CH2:9][CH2:8]1)(=O)(=O)C.[CH3:20][N:21]1[CH2:26][CH2:25][NH:24][CH2:23][CH2:22]1. Product: [C:16]([O:15][C:13]([N:10]1[CH2:11][CH2:12][CH:7]([CH2:6][N:24]2[CH2:25][CH2:26][N:21]([CH3:20])[CH2:22][CH2:23]2)[CH2:8][CH2:9]1)=[O:14])([CH3:19])([CH3:18])[CH3:17]. The catalyst class is: 37. (5) Reactant: [C:1]([O:5][C:6]([N:8]1[CH2:13][CH2:12][CH:11]([OH:14])[CH2:10][CH2:9]1)=[O:7])([CH3:4])([CH3:3])[CH3:2].[CH3:15][S:16](Cl)(=[O:18])=[O:17]. Product: [C:1]([O:5][C:6]([N:8]1[CH2:13][CH2:12][CH:11]([O:14][S:16]([CH3:15])(=[O:18])=[O:17])[CH2:10][CH2:9]1)=[O:7])([CH3:4])([CH3:2])[CH3:3]. The catalyst class is: 79.